Dataset: hERG Central: cardiac toxicity at 1µM, 10µM, and general inhibition. Task: Predict hERG channel inhibition at various concentrations. (1) The drug is CCOC(=O)C1CCN(S(=O)(=O)c2ccc3c(c2)N(C(C)=O)CCO3)CC1. Results: hERG_inhib (hERG inhibition (general)): blocker. (2) The molecule is CCN1CCN(c2nc(Nc3cccc(F)c3)nc(N)c2[N+](=O)[O-])CC1. Results: hERG_inhib (hERG inhibition (general)): blocker. (3) The drug is O=C(NCCS(=O)(=O)N1CCN(c2cccc(Cl)c2)CC1)C1CCCC1. Results: hERG_inhib (hERG inhibition (general)): blocker. (4) The compound is COc1cc(CNCCSc2nnnn2C)cc(Br)c1OCc1ccccc1.Cl. Results: hERG_inhib (hERG inhibition (general)): blocker.